This data is from Forward reaction prediction with 1.9M reactions from USPTO patents (1976-2016). The task is: Predict the product of the given reaction. (1) Given the reactants [C:1]([O:5][C:6](=[O:35])[NH:7][C@H:8]([C:24]([N:26]1[CH2:30][C:29]([F:32])([F:31])[C:28]([F:34])([F:33])[CH2:27]1)=[O:25])[CH2:9][CH2:10][CH2:11][CH2:12][NH:13]C(OCC1C=CC=CC=1)=O)([CH3:4])([CH3:3])[CH3:2], predict the reaction product. The product is: [C:1]([O:5][C:6](=[O:35])[NH:7][C@H:8]([C:24]([N:26]1[CH2:27][C:28]([F:33])([F:34])[C:29]([F:31])([F:32])[CH2:30]1)=[O:25])[CH2:9][CH2:10][CH2:11][CH2:12][NH2:13])([CH3:4])([CH3:2])[CH3:3]. (2) Given the reactants Cl[C:2]1[N:7]=[C:6]([C:8]2[CH:13]=[CH:12][CH:11]=[CH:10][CH:9]=2)[N:5]=[C:4]([C:14]([NH:16][C:17]2[CH:22]=[CH:21][CH:20]=[CH:19][C:18]=2[C:23]2[S:24][C:25]3[C:30]([N:31]=2)=[CH:29][CH:28]=[CH:27][N:26]=3)=[O:15])[CH:3]=1.Cl.C[O:34][C:35](=[O:39])[C@H:36]([CH3:38])[NH2:37].CCN(C(C)C)C(C)C.CS(C)=O, predict the reaction product. The product is: [C:8]1([C:6]2[N:7]=[C:2]([NH:37][C@@H:36]([CH3:38])[C:35]([OH:39])=[O:34])[CH:3]=[C:4]([C:14](=[O:15])[NH:16][C:17]3[CH:22]=[CH:21][CH:20]=[CH:19][C:18]=3[C:23]3[S:24][C:25]4[C:30]([N:31]=3)=[CH:29][CH:28]=[CH:27][N:26]=4)[N:5]=2)[CH:13]=[CH:12][CH:11]=[CH:10][CH:9]=1. (3) The product is: [F:1][C:2]1[CH:3]=[CH:4][C:5]([CH:6]2[C:15](=[O:16])[C:14]3[C:9](=[CH:10][CH:11]=[CH:12][CH:13]=3)[O:8][CH2:7]2)=[CH:17][CH:18]=1. Given the reactants [F:1][C:2]1[CH:18]=[CH:17][C:5]([C:6]2[C:15](=[O:16])[C:14]3[C:9](=[CH:10][CH:11]=[CH:12][CH:13]=3)[O:8][CH:7]=2)=[CH:4][CH:3]=1.C(=O)=O.CC(C)=O.CCC(C)[BH-](C(C)CC)C(C)CC.[Li+], predict the reaction product.